Dataset: Forward reaction prediction with 1.9M reactions from USPTO patents (1976-2016). Task: Predict the product of the given reaction. (1) Given the reactants [Cl:1][C:2]1[CH:30]=[CH:29][C:5]([CH2:6][C:7]2[N:8]=[C:9]([CH2:25][CH:26]([CH3:28])[CH3:27])[C:10]3[N:15]=[C:14]([C:16]4[CH:21]=[C:20]([CH3:22])[C:19]([OH:23])=[C:18]([CH3:24])[CH:17]=4)[O:13][C:11]=3[N:12]=2)=[CH:4][CH:3]=1.Br[CH2:32][C:33]([O:35][C:36]([CH3:39])([CH3:38])[CH3:37])=[O:34], predict the reaction product. The product is: [Cl:1][C:2]1[CH:30]=[CH:29][C:5]([CH2:6][C:7]2[N:8]=[C:9]([CH2:25][CH:26]([CH3:28])[CH3:27])[C:10]3[N:15]=[C:14]([C:16]4[CH:21]=[C:20]([CH3:22])[C:19]([O:23][CH2:32][C:33]([O:35][C:36]([CH3:39])([CH3:38])[CH3:37])=[O:34])=[C:18]([CH3:24])[CH:17]=4)[O:13][C:11]=3[N:12]=2)=[CH:4][CH:3]=1. (2) Given the reactants C([O:3][C:4](=[O:27])[CH2:5][C:6]1[C:10]2[CH:11]=[CH:12][C:13]([O:15][CH2:16][C:17]3[CH:22]=[CH:21][C:20]([Cl:23])=[CH:19][C:18]=3[Cl:24])=[CH:14][C:9]=2[S:8](=[O:26])(=[O:25])[CH:7]=1)C.C1COCC1.CO.O.[OH-].[Li+], predict the reaction product. The product is: [Cl:24][C:18]1[CH:19]=[C:20]([Cl:23])[CH:21]=[CH:22][C:17]=1[CH2:16][O:15][C:13]1[CH:12]=[CH:11][C:10]2[C:6]([CH2:5][C:4]([OH:27])=[O:3])=[CH:7][S:8](=[O:26])(=[O:25])[C:9]=2[CH:14]=1.